From a dataset of NCI-60 drug combinations with 297,098 pairs across 59 cell lines. Regression. Given two drug SMILES strings and cell line genomic features, predict the synergy score measuring deviation from expected non-interaction effect. (1) Drug 1: CS(=O)(=O)CCNCC1=CC=C(O1)C2=CC3=C(C=C2)N=CN=C3NC4=CC(=C(C=C4)OCC5=CC(=CC=C5)F)Cl. Cell line: SW-620. Synergy scores: CSS=33.7, Synergy_ZIP=0.386, Synergy_Bliss=-0.566, Synergy_Loewe=-19.4, Synergy_HSA=-0.169. Drug 2: CCN(CC)CCCC(C)NC1=C2C=C(C=CC2=NC3=C1C=CC(=C3)Cl)OC. (2) Drug 1: C1CCN(CC1)CCOC2=CC=C(C=C2)C(=O)C3=C(SC4=C3C=CC(=C4)O)C5=CC=C(C=C5)O. Synergy scores: CSS=17.2, Synergy_ZIP=2.06, Synergy_Bliss=-1.63, Synergy_Loewe=-4.73, Synergy_HSA=-5.64. Drug 2: CC12CCC3C(C1CCC2=O)CC(=C)C4=CC(=O)C=CC34C. Cell line: CCRF-CEM. (3) Drug 1: COC1=C(C=C2C(=C1)N=CN=C2NC3=CC(=C(C=C3)F)Cl)OCCCN4CCOCC4. Drug 2: C1=CC(=CC=C1CCCC(=O)O)N(CCCl)CCCl. Cell line: BT-549. Synergy scores: CSS=28.2, Synergy_ZIP=-12.3, Synergy_Bliss=-5.61, Synergy_Loewe=-17.2, Synergy_HSA=-1.82.